The task is: Regression. Given two drug SMILES strings and cell line genomic features, predict the synergy score measuring deviation from expected non-interaction effect.. This data is from NCI-60 drug combinations with 297,098 pairs across 59 cell lines. (1) Drug 1: CC1C(C(CC(O1)OC2CC(CC3=C2C(=C4C(=C3O)C(=O)C5=C(C4=O)C(=CC=C5)OC)O)(C(=O)C)O)N)O.Cl. Drug 2: CC(C)NC(=O)C1=CC=C(C=C1)CNNC.Cl. Cell line: SK-MEL-2. Synergy scores: CSS=14.9, Synergy_ZIP=-0.410, Synergy_Bliss=5.57, Synergy_Loewe=-9.86, Synergy_HSA=1.65. (2) Drug 1: CC1=C(C=C(C=C1)NC2=NC=CC(=N2)N(C)C3=CC4=NN(C(=C4C=C3)C)C)S(=O)(=O)N.Cl. Drug 2: C1=CC(=CC=C1CC(C(=O)O)N)N(CCCl)CCCl.Cl. Cell line: CAKI-1. Synergy scores: CSS=45.9, Synergy_ZIP=-6.91, Synergy_Bliss=0.703, Synergy_Loewe=3.86, Synergy_HSA=4.98. (3) Drug 1: CCCS(=O)(=O)NC1=C(C(=C(C=C1)F)C(=O)C2=CNC3=C2C=C(C=N3)C4=CC=C(C=C4)Cl)F. Drug 2: CS(=O)(=O)OCCCCOS(=O)(=O)C. Cell line: NCIH23. Synergy scores: CSS=1.12, Synergy_ZIP=-0.758, Synergy_Bliss=-4.82, Synergy_Loewe=-8.60, Synergy_HSA=-8.41. (4) Drug 1: CC1C(C(=O)NC(C(=O)N2CCCC2C(=O)N(CC(=O)N(C(C(=O)O1)C(C)C)C)C)C(C)C)NC(=O)C3=C4C(=C(C=C3)C)OC5=C(C(=O)C(=C(C5=N4)C(=O)NC6C(OC(=O)C(N(C(=O)CN(C(=O)C7CCCN7C(=O)C(NC6=O)C(C)C)C)C)C(C)C)C)N)C. Drug 2: COC1=NC(=NC2=C1N=CN2C3C(C(C(O3)CO)O)O)N. Cell line: IGROV1. Synergy scores: CSS=-0.142, Synergy_ZIP=1.07, Synergy_Bliss=2.18, Synergy_Loewe=-1.17, Synergy_HSA=-1.10.